Dataset: Merck oncology drug combination screen with 23,052 pairs across 39 cell lines. Task: Regression. Given two drug SMILES strings and cell line genomic features, predict the synergy score measuring deviation from expected non-interaction effect. (1) Drug 1: CS(=O)(=O)CCNCc1ccc(-c2ccc3ncnc(Nc4ccc(OCc5cccc(F)c5)c(Cl)c4)c3c2)o1. Drug 2: COC1CC2CCC(C)C(O)(O2)C(=O)C(=O)N2CCCCC2C(=O)OC(C(C)CC2CCC(OP(C)(C)=O)C(OC)C2)CC(=O)C(C)C=C(C)C(O)C(OC)C(=O)C(C)CC(C)C=CC=CC=C1C. Cell line: SKOV3. Synergy scores: synergy=58.0. (2) Drug 1: CC(=O)OC1C(=O)C2(C)C(O)CC3OCC3(OC(C)=O)C2C(OC(=O)c2ccccc2)C2(O)CC(OC(=O)C(O)C(NC(=O)c3ccccc3)c3ccccc3)C(C)=C1C2(C)C. Drug 2: Cn1c(=O)n(-c2ccc(C(C)(C)C#N)cc2)c2c3cc(-c4cnc5ccccc5c4)ccc3ncc21. Cell line: UWB1289BRCA1. Synergy scores: synergy=4.57.